Dataset: Forward reaction prediction with 1.9M reactions from USPTO patents (1976-2016). Task: Predict the product of the given reaction. (1) Given the reactants [C:1]([C@@:4]1([OH:25])[C@@H:8]([CH:9]([C:11](=[O:13])[CH3:12])[OH:10])[O:7][C@@H:6]([N:14]2[C:23]3[C:17]([C:18](Br)([N:20]=[CH:21][N:22]=3)[NH2:19])=[N:16][CH2:15]2)[CH2:5]1)(=[O:3])[CH3:2].[CH3:26][O:27][C:28]1[CH:29]=[C:30]([CH:38](N)[CH3:39])[CH:31]=[C:32]([O:36][CH3:37])[C:33]=1[O:34][CH3:35].Cl.C(N(CC)CC)C, predict the reaction product. The product is: [CH3:37][O:36][C:32]1[CH:31]=[C:30]([CH:38]([NH:19][C:18]2[C:17]3[N:16]=[CH:15][N:14]([C:23]=3[N:22]=[CH:21][N:20]=2)[C@@H:6]2[O:7][C@H:8]([CH:9]([C:11](=[O:13])[CH3:12])[OH:10])[C@@:4]([C:1](=[O:3])[CH3:2])([OH:25])[CH2:5]2)[CH3:39])[CH:29]=[C:28]([O:27][CH3:26])[C:33]=1[O:34][CH3:35]. (2) Given the reactants [Cl:1][C:2]1[CH:3]=[CH:4][C:5]2[N:9]=[C:8]([CH2:10][O:11][C:12]3[C:19]([O:20][CH2:21]C)=[CH:18][C:15]([CH:16]=[O:17])=[C:14]([F:23])[CH:13]=3)[NH:7][C:6]=2[CH:24]=1.C(N(CC)C(C)C)(C)C.[C:34]([O:38][C:39](O[C:39]([O:38][C:34]([CH3:37])([CH3:36])[CH3:35])=[O:40])=[O:40])([CH3:37])([CH3:36])[CH3:35], predict the reaction product. The product is: [C:34]([O:38][C:39]([N:7]1[C:6]2[CH:24]=[C:2]([Cl:1])[CH:3]=[CH:4][C:5]=2[N:9]=[C:8]1[CH2:10][O:11][C:12]1[CH:13]=[C:14]([F:23])[C:15]([CH:16]=[O:17])=[CH:18][C:19]=1[O:20][CH3:21])=[O:40])([CH3:37])([CH3:36])[CH3:35]. (3) Given the reactants O.[SH-].[Na+].[CH3:4][C:5]1([CH3:14])[O:9][N:8]=[C:7]([S:10]([CH3:13])(=O)=O)[CH2:6]1.C(=O)([O-])[O-].[K+].[K+].C(S([O-])=O)O.[Na+].BrC[C:29]1[C:30]([C:35]([F:38])([F:37])[F:36])=[N:31][O:32][C:33]=1[CH3:34], predict the reaction product. The product is: [CH3:4][C:5]1([CH3:14])[O:9][N:8]=[C:7]([S:10][CH2:13][C:29]2[C:30]([C:35]([F:38])([F:37])[F:36])=[N:31][O:32][C:33]=2[CH3:34])[CH2:6]1. (4) Given the reactants C[O:2][C:3](=[O:43])[C:4]1[CH:9]=[CH:8][C:7]([O:10][C:11]2[CH:16]=[CH:15][C:14]([CH2:17][C@H:18]([NH:34][C:35](=[O:42])[CH2:36][CH2:37][CH2:38][C:39]([OH:41])=O)[C:19]3[N:20]([CH2:32][CH3:33])[CH:21]=[C:22]([C:24]4[CH:29]=[CH:28][C:27]([Cl:30])=[CH:26][C:25]=4[Cl:31])[N:23]=3)=[CH:13][CH:12]=2)=[CH:6][CH:5]=1.[CH2:44]([NH2:51])[C:45]1[CH:50]=[CH:49][CH:48]=[CH:47][CH:46]=1, predict the reaction product. The product is: [CH2:44]([NH:51][C:39]([CH2:38][CH2:37][CH2:36][C:35]([NH:34][C@H:18]([C:19]1[N:20]([CH2:32][CH3:33])[CH:21]=[C:22]([C:24]2[CH:29]=[CH:28][C:27]([Cl:30])=[CH:26][C:25]=2[Cl:31])[N:23]=1)[CH2:17][C:14]1[CH:13]=[CH:12][C:11]([O:10][C:7]2[CH:6]=[CH:5][C:4]([C:3]([OH:2])=[O:43])=[CH:9][CH:8]=2)=[CH:16][CH:15]=1)=[O:42])=[O:41])[C:45]1[CH:50]=[CH:49][CH:48]=[CH:47][CH:46]=1. (5) Given the reactants [O-]P([O-])([O-])=O.[K+].[K+].[K+].[CH2:9]([NH2:16])[C:10]1[CH:15]=[CH:14][CH:13]=[CH:12][CH:11]=1.[Cl:17][C:18]1[CH:23]=[CH:22][C:21](I)=[CH:20][CH:19]=1.C(O)CO, predict the reaction product. The product is: [Cl:17][C:18]1[CH:23]=[CH:22][C:21]([NH:16][CH2:9][C:10]2[CH:15]=[CH:14][CH:13]=[CH:12][CH:11]=2)=[CH:20][CH:19]=1. (6) Given the reactants Cl[C:2]1[CH:7]=[C:6]([CH2:8][CH:9]2[CH2:14][O:13][C:12]([CH3:16])([CH3:15])[O:11][CH2:10]2)[N:5]=[C:4]([S:17][CH2:18][C:19]2[CH:24]=[CH:23][CH:22]=[C:21]([F:25])[C:20]=2[F:26])[N:3]=1.[N:27]1([S:31]([NH2:34])(=[O:33])=[O:32])[CH2:30][CH2:29][CH2:28]1.C(=O)([O-])[O-].[Cs+].[Cs+], predict the reaction product. The product is: [F:26][C:20]1[C:21]([F:25])=[CH:22][CH:23]=[CH:24][C:19]=1[CH2:18][S:17][C:4]1[N:3]=[C:2]([NH:34][S:31]([N:27]2[CH2:30][CH2:29][CH2:28]2)(=[O:33])=[O:32])[CH:7]=[C:6]([CH2:8][CH:9]2[CH2:14][O:13][C:12]([CH3:16])([CH3:15])[O:11][CH2:10]2)[N:5]=1. (7) Given the reactants [F:1][C:2]1[C:3]([N:23]2[C:31](=[O:32])[C:30]3[C:25](=[CH:26][CH:27]=[CH:28][CH:29]=3)[C:24]2=[O:33])=[CH:4][C:5]([S:9]([N:12]2[C:18]3[CH:19]=[CH:20][CH:21]=[CH:22][C:17]=3[CH2:16][CH2:15][CH2:14][CH2:13]2)(=[O:11])=[O:10])=[C:6]([OH:8])[CH:7]=1.C(=O)([O-])[O-].[Cs+].[Cs+].Br[CH2:41][CH2:42][O:43][Si:44]([C:47]([CH3:50])([CH3:49])[CH3:48])([CH3:46])[CH3:45].O, predict the reaction product. The product is: [F:1][C:2]1[C:3]([N:23]2[C:24](=[O:33])[C:25]3[C:30](=[CH:29][CH:28]=[CH:27][CH:26]=3)[C:31]2=[O:32])=[CH:4][C:5]([S:9]([N:12]2[C:18]3[CH:19]=[CH:20][CH:21]=[CH:22][C:17]=3[CH2:16][CH2:15][CH2:14][CH2:13]2)(=[O:10])=[O:11])=[C:6]([O:8][CH2:41][CH2:42][O:43][Si:44]([C:47]([CH3:50])([CH3:49])[CH3:48])([CH3:46])[CH3:45])[CH:7]=1. (8) Given the reactants [Cl:1][C:2]1[CH:7]=[CH:6][C:5]([CH:8]([C:26]2[CH:31]=[CH:30][C:29]([Cl:32])=[CH:28][CH:27]=2)[C:9]2[CH:10]=[C:11]3[C:16](=[CH:17][CH:18]=2)[N:15]=[CH:14][N:13]=[C:12]3[NH:19][CH:20]2[CH2:25][CH2:24][NH:23][CH2:22][CH2:21]2)=[CH:4][CH:3]=1.CN(C)C=O.C(=O)([O-])[O-].[K+].[K+].Br[CH2:45][C:46]1[CH:47]=[C:48]([CH:53]=[CH:54][CH:55]=1)[C:49]([O:51][CH3:52])=[O:50], predict the reaction product. The product is: [Cl:1][C:2]1[CH:7]=[CH:6][C:5]([CH:8]([C:26]2[CH:27]=[CH:28][C:29]([Cl:32])=[CH:30][CH:31]=2)[C:9]2[CH:10]=[C:11]3[C:16](=[CH:17][CH:18]=2)[N:15]=[CH:14][N:13]=[C:12]3[NH:19][CH:20]2[CH2:21][CH2:22][N:23]([CH2:45][C:46]3[CH:47]=[C:48]([CH:53]=[CH:54][CH:55]=3)[C:49]([O:51][CH3:52])=[O:50])[CH2:24][CH2:25]2)=[CH:4][CH:3]=1.